This data is from CYP1A2 inhibition data for predicting drug metabolism from PubChem BioAssay. The task is: Regression/Classification. Given a drug SMILES string, predict its absorption, distribution, metabolism, or excretion properties. Task type varies by dataset: regression for continuous measurements (e.g., permeability, clearance, half-life) or binary classification for categorical outcomes (e.g., BBB penetration, CYP inhibition). Dataset: cyp1a2_veith. (1) The drug is C/C(=N/O)c1cn(-c2ncc(C(F)(F)F)cc2Cl)c(C)n1. The result is 0 (non-inhibitor). (2) The drug is C[C@H]1CC[C@@]2(NC1)O[C@@H]1C[C@@H]3[C@@H]4CC=C5C[C@@H](O)CC[C@]5(C)[C@@H]4CC[C@]3(C)[C@H]1[C@@H]2C. The result is 0 (non-inhibitor). (3) The molecule is COC(=O)[C@@]1(Cc2ccc(OC)cc2)[C@H]2c3cc(C(=O)N(C)C)n(CCc4ccccn4)c3C[C@H]2CN1C(=O)c1ccccc1. The result is 0 (non-inhibitor). (4) The drug is CSc1nsc(SC)c1C(=O)Nc1ccc(C)cc1. The result is 1 (inhibitor). (5) The drug is O=[N+]([O-])c1ccc(N2CCNCC2)cc1NCC1CCCO1. The result is 1 (inhibitor). (6) The compound is O=C(O)[C@@H]1[C@@H]2CC[C@@H](O2)[C@H]1C(=O)O. The result is 0 (non-inhibitor). (7) The drug is COc1ccc2nc(SCC(=O)c3ccco3)[nH]c2c1. The result is 1 (inhibitor). (8) The compound is COC(=O)c1sccc1NC(=O)c1cc(-c2ccc(C)cc2C)nc2ccccc12. The result is 0 (non-inhibitor). (9) The compound is Cc1cnc2cc(Cl)ccc2c1SCC(=O)O. The result is 0 (non-inhibitor).